Dataset: Tyrosyl-DNA phosphodiesterase HTS with 341,365 compounds. Task: Binary Classification. Given a drug SMILES string, predict its activity (active/inactive) in a high-throughput screening assay against a specified biological target. The molecule is s1c2c(nc1)ccc(c2)C(O)=O. The result is 1 (active).